This data is from Forward reaction prediction with 1.9M reactions from USPTO patents (1976-2016). The task is: Predict the product of the given reaction. Given the reactants [Cl:1][CH2:2][C:3]1[N:11]=[C:10]2[C:6]([N:7]([CH3:13])[C:8]([CH3:12])=[N:9]2)=[C:5](N)[N:4]=1.N([O-])=[O:16].[Na+].O, predict the reaction product. The product is: [Cl:1][CH2:2][C:3]1[NH:4][C:5](=[O:16])[C:6]2[N:7]([CH3:13])[C:8]([CH3:12])=[N:9][C:10]=2[N:11]=1.